Dataset: Catalyst prediction with 721,799 reactions and 888 catalyst types from USPTO. Task: Predict which catalyst facilitates the given reaction. (1) Reactant: [Br:1][C:2]1[C:7]2[O:8][C:9]([SH:11])=[N:10][C:6]=2[CH:5]=[CH:4][N:3]=1.[C:12]([O-])([O-])=O.[K+].[K+].CI. Product: [Br:1][C:2]1[C:7]2[O:8][C:9]([S:11][CH3:12])=[N:10][C:6]=2[CH:5]=[CH:4][N:3]=1. The catalyst class is: 3. (2) Reactant: [F:1][C:2]1[CH:3]=[C:4]([CH:20]=[CH:21][C:22]=1[F:23])[CH2:5][CH:6]1[CH2:11][CH:10]([C:12]([O:14]C)=[O:13])[CH2:9][CH2:8][N:7]1[C:16]([O:18][CH3:19])=[O:17].[Br-].[Li+].C(N(CC)CC)C.CC(OC)(C)C. Product: [F:1][C:2]1[CH:3]=[C:4]([CH:20]=[CH:21][C:22]=1[F:23])[CH2:5][CH:6]1[CH2:11][CH:10]([C:12]([OH:14])=[O:13])[CH2:9][CH2:8][N:7]1[C:16]([O:18][CH3:19])=[O:17]. The catalyst class is: 47. (3) Reactant: COCCOC.[F:7][C:8]1[C:13](B(O)O)=[CH:12][CH:11]=[CH:10][N:9]=1.Cl[C:18]1[N:23]=[C:22]([CH3:24])[N:21]=[C:20]([NH2:25])[C:19]=1[F:26]. Product: [F:26][C:19]1[C:20]([NH2:25])=[N:21][C:22]([CH3:24])=[N:23][C:18]=1[C:13]1[C:8]([F:7])=[N:9][CH:10]=[CH:11][CH:12]=1. The catalyst class is: 257. (4) Reactant: [F:1][C:2]1[CH:3]=[C:4]([CH:6]=[CH:7][C:8]=1[N:9]1[CH:13]=[N:12][C:11]([CH3:14])=[N:10]1)[NH2:5].[C:15](N1C=CC=CC1=O)([N:17]1C=CC=CC1=O)=[S:16].N. Product: [F:1][C:2]1[CH:3]=[C:4]([NH:5][C:15]([NH2:17])=[S:16])[CH:6]=[CH:7][C:8]=1[N:9]1[CH:13]=[N:12][C:11]([CH3:14])=[N:10]1. The catalyst class is: 4. (5) Reactant: C([O:4][B:5](OC(C)C)[O:6]C(C)C)(C)C.Br[C:15]1[CH:20]=[CH:19][C:18]([S:21]([N:24]2[CH2:29][CH2:28][N:27]([CH3:30])[CH2:26][CH2:25]2)(=[O:23])=[O:22])=[CH:17][CH:16]=1.O1CCCC1.C([Li])CCC. Product: [CH3:30][N:27]1[CH2:28][CH2:29][N:24]([S:21]([C:18]2[CH:19]=[CH:20][C:15]([B:5]([OH:6])[OH:4])=[CH:16][CH:17]=2)(=[O:23])=[O:22])[CH2:25][CH2:26]1. The catalyst class is: 6. (6) The catalyst class is: 17. Product: [C:1]([O:21][CH2:22][CH2:23][CH2:24][CH2:25][CH2:26][C:27]([O:29][CH3:30])=[O:28])([C:14]1[CH:19]=[CH:18][CH:17]=[CH:16][CH:15]=1)([C:8]1[CH:13]=[CH:12][CH:11]=[CH:10][CH:9]=1)[C:2]1[CH:7]=[CH:6][CH:5]=[CH:4][CH:3]=1. Reactant: [C:1](Cl)([C:14]1[CH:19]=[CH:18][CH:17]=[CH:16][CH:15]=1)([C:8]1[CH:13]=[CH:12][CH:11]=[CH:10][CH:9]=1)[C:2]1[CH:7]=[CH:6][CH:5]=[CH:4][CH:3]=1.[OH:21][CH2:22][CH2:23][CH2:24][CH2:25][CH2:26][C:27]([O:29][CH3:30])=[O:28]. (7) Reactant: [C:1]([O:5][C:6]([N:8]1[CH2:12][CH2:11][C@@H:10]([N:13]2[C:17]3[N:18]=[CH:19][N:20]=[C:21]([NH2:22])[C:16]=3[C:15]([C:23]3[CH:28]=[CH:27][C:26]([O:29][C:30]4[CH:35]=[CH:34][CH:33]=[CH:32][CH:31]=4)=[CH:25][CH:24]=3)=[CH:14]2)[CH2:9]1)=[O:7])([CH3:4])([CH3:3])[CH3:2].C1C(=O)N([Cl:43])C(=O)C1. Product: [NH2:22][C:21]1[C:16]2[C:15]([C:23]3[CH:24]=[CH:25][C:26]([O:29][C:30]4[CH:35]=[CH:34][CH:33]=[CH:32][CH:31]=4)=[CH:27][CH:28]=3)=[C:14]([Cl:43])[N:13]([C@@H:10]3[CH2:11][CH2:12][N:8]([C:6]([O:5][C:1]([CH3:4])([CH3:2])[CH3:3])=[O:7])[CH2:9]3)[C:17]=2[N:18]=[CH:19][N:20]=1. The catalyst class is: 2. (8) Reactant: I[Si](C)(C)C.[CH2:6]([O:8][C:9]([C@@H:11]1[C@H:16]([NH:17]C(OCC2C=CC=CC=2)=O)[CH2:15][CH2:14][N:13]([CH2:28][CH2:29][S:30][C:31]2[CH:40]=[N:39][C:38]3[C:33](=[CH:34][C:35]([O:41][CH3:42])=[CH:36][CH:37]=3)[N:32]=2)[CH2:12]1)=[O:10])[CH3:7]. Product: [CH2:6]([O:8][C:9]([C@@H:11]1[C@H:16]([NH2:17])[CH2:15][CH2:14][N:13]([CH2:28][CH2:29][S:30][C:31]2[CH:40]=[N:39][C:38]3[C:33](=[CH:34][C:35]([O:41][CH3:42])=[CH:36][CH:37]=3)[N:32]=2)[CH2:12]1)=[O:10])[CH3:7]. The catalyst class is: 4. (9) Product: [F:22][C:16]1[CH:15]=[CH:14][C:13]([C:6]2[CH:7]=[CH:8][C:3]([O:2][CH3:1])=[CH:4][CH:5]=2)=[CH:18][C:17]=1[N+:19]([O-:21])=[O:20]. Reactant: [CH3:1][O:2][C:3]1[CH:8]=[CH:7][C:6](B(O)O)=[CH:5][CH:4]=1.Br[C:13]1[CH:14]=[CH:15][C:16]([F:22])=[C:17]([N+:19]([O-:21])=[O:20])[CH:18]=1.C(=O)([O-])[O-].[Na+].[Na+]. The catalyst class is: 335. (10) Reactant: [C:1]12([CH2:11][NH:12][C:13]([C:15]3[N:20]4[CH:21]=[C:22]([CH2:24][CH2:25]O)[N:23]=[C:19]4[CH:18]=[CH:17][CH:16]=3)=[O:14])[CH2:10][CH:5]3[CH2:6][CH:7]([CH2:9][CH:3]([CH2:4]3)[CH2:2]1)[CH2:8]2.[C:27]1(=[O:37])[NH:31][C:30](=[O:32])[C:29]2=[CH:33][CH:34]=[CH:35][CH:36]=[C:28]12.C1C=CC(P(C2C=CC=CC=2)C2C=CC=CC=2)=CC=1.CC(OC(/N=N/C(OC(C)C)=O)=O)C. Product: [C:1]12([CH2:11][NH:12][C:13]([C:15]3[N:20]4[CH:21]=[C:22]([CH2:24][CH2:25][N:31]5[C:27](=[O:37])[C:28]6[C:29](=[CH:33][CH:34]=[CH:35][CH:36]=6)[C:30]5=[O:32])[N:23]=[C:19]4[CH:18]=[CH:17][CH:16]=3)=[O:14])[CH2:8][CH:7]3[CH2:6][CH:5]([CH2:4][CH:3]([CH2:9]3)[CH2:2]1)[CH2:10]2. The catalyst class is: 1.